From a dataset of Full USPTO retrosynthesis dataset with 1.9M reactions from patents (1976-2016). Predict the reactants needed to synthesize the given product. (1) The reactants are: [Cl:1][C:2]1[CH:3]=[CH:4][C:5]([OH:32])=[C:6]([C:8]2[CH:9]=[CH:10][C:11]3[O:15][N:14]=[C:13]([N:16]([C:24]([O:26][C:27]([CH3:30])([CH3:29])[CH3:28])=[O:25])[C:17]([O:19][C:20]([CH3:23])([CH3:22])[CH3:21])=[O:18])[C:12]=3[CH:31]=2)[CH:7]=1.[Br:33]N1C(=O)CCC1=O. Given the product [Br:33][C:4]1[C:5]([OH:32])=[C:6]([C:8]2[CH:9]=[CH:10][C:11]3[O:15][N:14]=[C:13]([N:16]([C:24]([O:26][C:27]([CH3:30])([CH3:29])[CH3:28])=[O:25])[C:17]([O:19][C:20]([CH3:23])([CH3:21])[CH3:22])=[O:18])[C:12]=3[CH:31]=2)[CH:7]=[C:2]([Cl:1])[CH:3]=1, predict the reactants needed to synthesize it. (2) Given the product [NH2:23][C:21]1[CH:20]=[CH:19][C:3]([O:4][C@H:5]2[CH2:10][CH2:9][N:8]([C:11]([O:13][C:14]([CH3:16])([CH3:17])[CH3:15])=[O:12])[CH2:7][C@@H:6]2[F:18])=[C:2]([Cl:1])[CH:22]=1, predict the reactants needed to synthesize it. The reactants are: [Cl:1][C:2]1[CH:22]=[C:21]([N+:23]([O-])=O)[CH:20]=[CH:19][C:3]=1[O:4][C@H:5]1[CH2:10][CH2:9][N:8]([C:11]([O:13][C:14]([CH3:17])([CH3:16])[CH3:15])=[O:12])[CH2:7][C@@H:6]1[F:18].[NH4+].[Cl-].O. (3) Given the product [CH3:38][O:37][C:27]1[CH:26]=[C:25]([NH:11][C:9]2[N:10]=[C:5]3[C:4]([C:12]4[CH:17]=[CH:16][C:15]([N:18]5[CH2:23][CH2:22][O:21][CH2:20][CH2:19]5)=[CH:14][CH:13]=4)=[CH:3][C:2]([CH3:1])=[CH:7][N:6]3[N:8]=2)[CH:30]=[CH:29][C:28]=1[N:31]1[CH:35]=[C:34]([CH3:36])[N:33]=[CH:32]1, predict the reactants needed to synthesize it. The reactants are: [CH3:1][C:2]1[CH:3]=[C:4]([C:12]2[CH:17]=[CH:16][C:15]([N:18]3[CH2:23][CH2:22][O:21][CH2:20][CH2:19]3)=[CH:14][CH:13]=2)[C:5]2[N:6]([N:8]=[C:9]([NH2:11])[N:10]=2)[CH:7]=1.Br[C:25]1[CH:30]=[CH:29][C:28]([N:31]2[CH:35]=[C:34]([CH3:36])[N:33]=[CH:32]2)=[C:27]([O:37][CH3:38])[CH:26]=1.C(Cl)Cl. (4) Given the product [Cl:1][C:2]1[C:3]([C:23]2[N:27]3[CH:28]=[CH:29][CH:30]=[CH:31][C:26]3=[N:25][CH:24]=2)=[N:4][C:5]([NH:8][C:9]2[CH:14]=[CH:13][C:12]([N:15]3[CH2:16][CH2:17][N:18]([C:33]([O:35][CH2:36][CH2:37][O:38][CH3:39])=[O:34])[CH2:19][CH2:20]3)=[CH:11][C:10]=2[O:21][CH3:22])=[N:6][CH:7]=1, predict the reactants needed to synthesize it. The reactants are: [Cl:1][C:2]1[C:3]([C:23]2[N:27]3[CH:28]=[CH:29][CH:30]=[CH:31][C:26]3=[N:25][CH:24]=2)=[N:4][C:5]([NH:8][C:9]2[CH:14]=[CH:13][C:12]([N:15]3[CH2:20][CH2:19][NH:18][CH2:17][CH2:16]3)=[CH:11][C:10]=2[O:21][CH3:22])=[N:6][CH:7]=1.Cl[C:33]([O:35][CH2:36][CH2:37][O:38][CH3:39])=[O:34]. (5) Given the product [F:22][C:20]([F:21])([F:23])[C:15]1[CH:14]=[C:13]([NH:12][CH:4]([CH2:5][CH2:6][CH2:7][CH2:8][CH2:9][CH:10]=[CH2:11])[C:3]([OH:24])=[O:2])[CH:18]=[C:17]([F:19])[CH:16]=1, predict the reactants needed to synthesize it. The reactants are: C[O:2][C:3](=[O:24])[CH:4]([NH:12][C:13]1[CH:18]=[C:17]([F:19])[CH:16]=[C:15]([C:20]([F:23])([F:22])[F:21])[CH:14]=1)[CH2:5][CH2:6][CH2:7][CH2:8][CH2:9][CH:10]=[CH2:11].O.[OH-].[Li+]. (6) The reactants are: [NH2:1][C:2]1[CH:7]=[CH:6][C:5]([OH:8])=[CH:4][CH:3]=1.[H-].[Na+].[H][H].[Cl:13][C:14]1[CH:19]=[C:18]([N+]([O-])=O)[CH:17]=[CH:16][N:15]=1. Given the product [Cl:13][C:14]1[CH:19]=[C:18]([O:8][C:5]2[CH:6]=[CH:7][C:2]([NH2:1])=[CH:3][CH:4]=2)[CH:17]=[CH:16][N:15]=1, predict the reactants needed to synthesize it. (7) Given the product [N:1]1[CH:6]=[CH:5][CH:4]=[C:3]([O:7][C:8]2[CH:15]=[CH:14][CH:13]=[CH:12][C:9]=2[CH2:10][NH2:11])[CH:2]=1, predict the reactants needed to synthesize it. The reactants are: [N:1]1[CH:6]=[CH:5][CH:4]=[C:3]([O:7][C:8]2[CH:15]=[CH:14][CH:13]=[CH:12][C:9]=2[C:10]#[N:11])[CH:2]=1.